From a dataset of Forward reaction prediction with 1.9M reactions from USPTO patents (1976-2016). Predict the product of the given reaction. (1) Given the reactants C(OC([N:8]1[CH2:13][CH2:12][CH:11]([N:14]([CH2:19][C:20]2[CH:25]=[CH:24][CH:23]=[C:22]([C:26]3[C:31]([F:32])=[CH:30][N:29]=[C:28](Cl)[N:27]=3)[CH:21]=2)[S:15]([CH3:18])(=[O:17])=[O:16])[CH2:10][CH2:9]1)=O)(C)(C)C.[CH2:34]([NH2:42])[CH2:35][C:36]1[CH:41]=[CH:40][CH:39]=[CH:38][CH:37]=1, predict the reaction product. The product is: [F:32][C:31]1[C:26]([C:22]2[CH:21]=[C:20]([CH:25]=[CH:24][CH:23]=2)[CH2:19][N:14]([CH:11]2[CH2:10][CH2:9][NH:8][CH2:13][CH2:12]2)[S:15]([CH3:18])(=[O:17])=[O:16])=[N:27][C:28]([NH:42][CH2:34][CH2:35][C:36]2[CH:41]=[CH:40][CH:39]=[CH:38][CH:37]=2)=[N:29][CH:30]=1. (2) Given the reactants [NH:1]1[CH2:6][CH2:5][CH:4]([CH2:7][OH:8])[CH2:3][CH2:2]1.[CH2:9]([C:16]1N=[N:18][C:19](Cl)=[C:20]([CH3:23])[C:21]=1[CH3:22])[C:10]1[CH:15]=[CH:14][CH:13]=[CH:12][CH:11]=1.[CH3:25]N1C(=O)CCC1, predict the reaction product. The product is: [CH2:9]([C:16]1[C:21]([CH3:22])=[C:20]([CH3:23])[C:19]([N:1]2[CH2:6][CH2:5][CH:4]([CH2:7][OH:8])[CH2:3][CH2:2]2)=[N:18][CH:25]=1)[C:10]1[CH:15]=[CH:14][CH:13]=[CH:12][CH:11]=1. (3) Given the reactants [OH:1][CH2:2][C@H:3]1[C@@H:7]([OH:8])[CH:6]=[CH:5][CH2:4]1.[C:9]([Si:13](Cl)([C:20]1[CH:25]=[CH:24][CH:23]=[CH:22][CH:21]=1)[C:14]1[CH:19]=[CH:18][CH:17]=[CH:16][CH:15]=1)([CH3:12])([CH3:11])[CH3:10], predict the reaction product. The product is: [Si:13]([O:1][CH2:2][C@H:3]1[C@@H:7]([OH:8])[CH:6]=[CH:5][CH2:4]1)([C:9]([CH3:12])([CH3:11])[CH3:10])([C:20]1[CH:21]=[CH:22][CH:23]=[CH:24][CH:25]=1)[C:14]1[CH:19]=[CH:18][CH:17]=[CH:16][CH:15]=1. (4) Given the reactants [C:1]([Si:5]([CH3:15])([CH3:14])[O:6][CH2:7][CH2:8][CH2:9][CH2:10][CH:11]1[CH2:13][O:12]1)([CH3:4])([CH3:3])[CH3:2].[NH2:16][C:17]1[CH:18]=[CH:19][C:20]2[S:25][CH2:24][C:23](=[O:26])[NH:22][C:21]=2[CH:27]=1, predict the reaction product. The product is: [C:1]([Si:5]([CH3:15])([CH3:14])[O:6][CH2:7][CH2:8][CH2:9][CH2:10][CH:11]([OH:12])[CH2:13][NH:16][C:17]1[CH:18]=[CH:19][C:20]2[S:25][CH2:24][C:23](=[O:26])[NH:22][C:21]=2[CH:27]=1)([CH3:4])([CH3:3])[CH3:2]. (5) Given the reactants [CH:1]1([NH:4][C:5](=[O:42])[C:6]2[CH:11]=[CH:10][C:9]([C:12]3[CH:13]=[N:14][N:15]4[C:20]([N:21](CC5C=CC(OC)=CC=5)[CH2:22][CH:23]5[CH2:28][CH2:27][O:26][CH2:25][CH2:24]5)=[N:19][C:18]([N:38]([CH3:40])[CH3:39])=[N:17][C:16]=34)=[CH:8][C:7]=2[CH3:41])[CH2:3][CH2:2]1.C(O)(C(F)(F)F)=O, predict the reaction product. The product is: [CH:1]1([NH:4][C:5](=[O:42])[C:6]2[CH:11]=[CH:10][C:9]([C:12]3[CH:13]=[N:14][N:15]4[C:20]([NH:21][CH2:22][CH:23]5[CH2:28][CH2:27][O:26][CH2:25][CH2:24]5)=[N:19][C:18]([N:38]([CH3:39])[CH3:40])=[N:17][C:16]=34)=[CH:8][C:7]=2[CH3:41])[CH2:2][CH2:3]1. (6) Given the reactants [C:1]([N:4]([C:29]1[CH:34]=[CH:33][C:32]([Cl:35])=[CH:31][CH:30]=1)[C@H:5]1[C:14]2[C:9](=[CH:10][CH:11]=[CH:12][CH:13]=2)[N:8]([C:15]([C:17]2[CH:22]=[CH:21][C:20]([CH2:23][CH2:24][C:25]([OH:27])=O)=[CH:19][CH:18]=2)=[O:16])[C@@H:7]([CH3:28])[CH2:6]1)(=[O:3])[CH3:2].C(Cl)(=O)C([Cl:39])=O, predict the reaction product. The product is: [C:1]([N:4]([C:29]1[CH:30]=[CH:31][C:32]([Cl:35])=[CH:33][CH:34]=1)[C@H:5]1[C:14]2[C:9](=[CH:10][CH:11]=[CH:12][CH:13]=2)[N:8]([C:15]([C:17]2[CH:18]=[CH:19][C:20]([CH2:23][CH2:24][C:25]([Cl:39])=[O:27])=[CH:21][CH:22]=2)=[O:16])[C@@H:7]([CH3:28])[CH2:6]1)(=[O:3])[CH3:2]. (7) Given the reactants [CH:1]1([N:6]([CH2:17][CH2:18][C:19]([O:21]C)=O)[C:7]2[C:12]([N+:13]([O-])=O)=[CH:11][N:10]=[C:9]([Cl:16])[N:8]=2)[CH2:5][CH2:4][CH2:3][CH2:2]1, predict the reaction product. The product is: [Cl:16][C:9]1[N:10]=[CH:11][C:12]2[NH:13][C:19](=[O:21])[CH2:18][CH2:17][N:6]([CH:1]3[CH2:5][CH2:4][CH2:3][CH2:2]3)[C:7]=2[N:8]=1. (8) Given the reactants [F-:1].[Cs+].[F:3][C:4]([F:20])([F:19])[C:5]([C:15]([F:18])([F:17])[F:16])=[C:6]([F:14])[C:7]([F:13])([F:12])[C:8]([F:11])([F:10])[F:9].F[C:22](F)(F)[C:23](F)=[C:24](F)C(F)(C(F)(F)F)C(F)(F)F.C(Br)C=C, predict the reaction product. The product is: [F:14][C:6]([F:1])([C:7]([F:13])([F:12])[C:8]([F:11])([F:10])[F:9])[C:5]([CH2:24][CH:23]=[CH2:22])([C:15]([F:16])([F:17])[F:18])[C:4]([F:19])([F:20])[F:3]. (9) Given the reactants FC(F)(F)C(O)=O.C(OC([N:15]1[CH2:20][CH2:19][N:18]([C:21]([C@H:23]2[CH2:28][CH2:27][C@H:26]([CH2:29][N:30]3[C:34]4[CH:35]=[C:36]([O:39][CH3:40])[CH:37]=[CH:38][C:33]=4[N:32]([CH3:41])[C:31]3=[O:42])[CH2:25][CH2:24]2)=[O:22])[CH2:17][CH2:16]1)=O)(C)(C)C, predict the reaction product. The product is: [CH3:40][O:39][C:36]1[CH:37]=[CH:38][C:33]2[N:32]([CH3:41])[C:31](=[O:42])[N:30]([CH2:29][C@H:26]3[CH2:27][CH2:28][C@H:23]([C:21]([N:18]4[CH2:17][CH2:16][NH:15][CH2:20][CH2:19]4)=[O:22])[CH2:24][CH2:25]3)[C:34]=2[CH:35]=1.